This data is from Catalyst prediction with 721,799 reactions and 888 catalyst types from USPTO. The task is: Predict which catalyst facilitates the given reaction. Reactant: [O:1]=[C:2]1[CH2:5][N:4]([C:6]([O:8][C:9]([CH3:12])([CH3:11])[CH3:10])=[O:7])[CH2:3]1.[CH3:13][O:14][C:15]1[CH:20]=[CH:19][C:18]([Mg]Br)=[CH:17][CH:16]=1.[Cl-].[NH4+]. Product: [OH:1][C:2]1([C:18]2[CH:19]=[CH:20][C:15]([O:14][CH3:13])=[CH:16][CH:17]=2)[CH2:5][N:4]([C:6]([O:8][C:9]([CH3:12])([CH3:11])[CH3:10])=[O:7])[CH2:3]1. The catalyst class is: 1.